Dataset: Forward reaction prediction with 1.9M reactions from USPTO patents (1976-2016). Task: Predict the product of the given reaction. Given the reactants [N:1]1([C:6]2[CH:7]=[C:8]3[C:17](=[CH:18][CH:19]=2)[N:16]([C:20]([O:22][C:23]([CH3:26])([CH3:25])[CH3:24])=[O:21])[C:15]2[C:14]([C:27]([F:30])([F:29])[F:28])=[CH:13][C:12](Br)=[CH:11][C:10]=2[S:9]3)[CH2:5][CH2:4][CH2:3][CH2:2]1.C1C=CC(P(C2C(C3C(P(C4C=CC=CC=4)C4C=CC=CC=4)=CC=C4C=3C=CC=C4)=C3C(C=CC=C3)=CC=2)C2C=CC=CC=2)=CC=1.C([O-])([O-])=O.[Cs+].[Cs+].[CH3:84][N:85]1[CH2:90][CH2:89][NH:88][CH2:87][CH2:86]1, predict the reaction product. The product is: [CH3:84][N:85]1[CH2:90][CH2:89][N:88]([C:12]2[CH:13]=[C:14]([C:27]([F:30])([F:29])[F:28])[C:15]3[N:16]([C:20]([O:22][C:23]([CH3:25])([CH3:24])[CH3:26])=[O:21])[C:17]4[C:8]([S:9][C:10]=3[CH:11]=2)=[CH:7][C:6]([N:1]2[CH2:5][CH2:4][CH2:3][CH2:2]2)=[CH:19][CH:18]=4)[CH2:87][CH2:86]1.